Dataset: Forward reaction prediction with 1.9M reactions from USPTO patents (1976-2016). Task: Predict the product of the given reaction. (1) Given the reactants Cl.Cl.[NH2:3][C:4]1[CH:5]=[CH:6][C:7]([N:11]2[CH2:16][CH2:15][CH2:14][C@@H:13]([C:17]([N:19]3[CH2:23][CH2:22][CH2:21][CH2:20]3)=[O:18])[CH2:12]2)=[N:8][C:9]=1[NH2:10].C(O)(=O)C.C(N(CC)CC)C.Cl.C(O[C:39](=N)[C:40]1[CH:41]=[C:42]([CH:48]=[C:49]([CH2:51][CH3:52])[N:50]=1)[C:43]([O:45][CH2:46][CH3:47])=[O:44])C, predict the reaction product. The product is: [CH2:51]([C:49]1[CH:48]=[C:42]([CH:41]=[C:40]([C:39]2[NH:10][C:9]3=[N:8][C:7]([N:11]4[CH2:16][CH2:15][CH2:14][C@@H:13]([C:17]([N:19]5[CH2:23][CH2:22][CH2:21][CH2:20]5)=[O:18])[CH2:12]4)=[CH:6][CH:5]=[C:4]3[N:3]=2)[N:50]=1)[C:43]([O:45][CH2:46][CH3:47])=[O:44])[CH3:52]. (2) Given the reactants [CH2:1]([S:3][C:4]1[C:13]([C:14]([OH:16])=O)=[C:12]([CH3:17])[C:11]2[C:6](=[CH:7][N:8]=[CH:9][CH:10]=2)[N:5]=1)[CH3:2].CN(C(ON1N=N[C:28]2[CH:29]=[CH:30][CH:31]=[N:32][C:27]1=2)=[N+](C)C)C.[F:35][P-](F)(F)(F)(F)F.CN.[CH2:44]1[CH2:48]OCC1, predict the reaction product. The product is: [CH2:1]([S:3][C:4]1[C:13]([C:14]([NH:32][CH2:31][C:30]2[CH:44]=[CH:48][CH:27]=[C:28]([F:35])[CH:29]=2)=[O:16])=[C:12]([CH3:17])[C:11]2[C:6](=[CH:7][N:8]=[CH:9][CH:10]=2)[N:5]=1)[CH3:2]. (3) Given the reactants [Si]([O:8][CH2:9][C:10]1[CH:15]=[CH:14][N:13]=[C:12]([NH:16][C:17]([NH2:19])=[S:18])[CH:11]=1)(C(C)(C)C)(C)C.Cl[CH2:21][C:22]([CH3:24])=O, predict the reaction product. The product is: [CH3:24][C:22]1[N:19]=[C:17]([NH:16][C:12]2[CH:11]=[C:10]([CH2:9][OH:8])[CH:15]=[CH:14][N:13]=2)[S:18][CH:21]=1. (4) The product is: [F:9][C:8]([F:11])([F:10])[C:6]1[N:5]=[CH:4][N:3]=[C:2]([NH2:12])[CH:7]=1. Given the reactants Cl[C:2]1[CH:7]=[C:6]([C:8]([F:11])([F:10])[F:9])[N:5]=[CH:4][N:3]=1.[NH3:12].CO, predict the reaction product. (5) Given the reactants [C:1]1([CH:7]2[CH2:10][C:9](=O)[CH2:8]2)[CH:6]=[CH:5][CH:4]=[CH:3][CH:2]=1.CO.C(=O)([O-])[O-].[K+].[K+].Cl.[NH2:21][OH:22], predict the reaction product. The product is: [C:1]1([CH:7]2[CH2:10][C:9](=[N:21][OH:22])[CH2:8]2)[CH:6]=[CH:5][CH:4]=[CH:3][CH:2]=1. (6) Given the reactants [CH3:1][C:2]1[NH:3][C:4]([C:22]2[CH:27]=[CH:26][CH:25]=[CH:24][CH:23]=2)=[C:5]([C:12]2[CH:13]=[CH:14][C:15](=[O:21])[N:16]([CH:18]([CH3:20])[CH3:19])[N:17]=2)[CH2:6][C:7]=1[C:8]([O:10][CH3:11])=[O:9], predict the reaction product. The product is: [CH3:1][C:2]1[C:7]([C:8]([O:10][CH3:11])=[O:9])=[CH:6][C:5]([C:12]2[CH:13]=[CH:14][C:15](=[O:21])[N:16]([CH:18]([CH3:20])[CH3:19])[N:17]=2)=[C:4]([C:22]2[CH:23]=[CH:24][CH:25]=[CH:26][CH:27]=2)[N:3]=1. (7) Given the reactants C(O[C:6]([N:8]1[CH2:13][CH2:12][NH:11][CH2:10][CH2:9]1)=O)(C)(C)C.BrC[CH2:16][C:17]#[N:18], predict the reaction product. The product is: [N:8]1([CH2:6][CH2:16][C:17]#[N:18])[CH2:9][CH2:10][NH:11][CH2:12][CH2:13]1. (8) Given the reactants [NH2:1][CH:2]([C:7]([OH:9])=[O:8])[CH2:3][C:4]([OH:6])=[O:5].[C:10](O[C:10]([O:12][C:13]([CH3:16])([CH3:15])[CH3:14])=[O:11])([O:12][C:13]([CH3:16])([CH3:15])[CH3:14])=[O:11], predict the reaction product. The product is: [C:13]([O:12][C:10]([NH:1][CH:2]([C:7]([OH:9])=[O:8])[CH2:3][C:4]([OH:6])=[O:5])=[O:11])([CH3:16])([CH3:15])[CH3:14].